This data is from Full USPTO retrosynthesis dataset with 1.9M reactions from patents (1976-2016). The task is: Predict the reactants needed to synthesize the given product. (1) Given the product [C:1]([O:4][CH2:5][CH2:6][O:7][C:8]1[CH:13]=[CH:12][C:11]([C:14]([N:16]2[C:22]3[CH:23]=[CH:24][CH:25]=[CH:26][C:21]=3[CH2:20][N:19]([CH2:27][C:28]3[O:34][CH:31]([CH3:32])[CH2:30][N:29]=3)[C:18](=[O:35])[CH2:17]2)=[O:15])=[C:10]([Cl:36])[CH:9]=1)(=[O:3])[CH3:2], predict the reactants needed to synthesize it. The reactants are: [C:1]([O:4][CH2:5][CH2:6][O:7][C:8]1[CH:13]=[CH:12][C:11]([C:14]([N:16]2[C:22]3[CH:23]=[CH:24][CH:25]=[CH:26][C:21]=3[CH2:20][N:19]([CH2:27][C:28](=[O:34])[NH:29][CH2:30][CH:31](O)[CH3:32])[C:18](=[O:35])[CH2:17]2)=[O:15])=[C:10]([Cl:36])[CH:9]=1)(=[O:3])[CH3:2].[OH-].COC(NS([N+](CC)(CC)CC)(=O)=O)=O. (2) Given the product [CH2:23]([O:25][C:26](=[O:36])[C:27]1[CH:32]=[C:31]([Cl:33])[C:30]([O:34][C:15]2[CH:16]=[CH:17][C:18]([O:21][CH3:22])=[CH:19][CH:20]=2)=[C:29]([Cl:35])[CH:28]=1)[CH3:24], predict the reactants needed to synthesize it. The reactants are: F[B-](F)(F)F.[CH3:22][O:21][C:18]1[CH:19]=[CH:20][C:15]([I+][C:15]2[CH:20]=[CH:19][C:18]([O:21][CH3:22])=[CH:17][CH:16]=2)=[CH:16][CH:17]=1.[CH2:23]([O:25][C:26](=[O:36])[C:27]1[CH:32]=[C:31]([Cl:33])[C:30]([OH:34])=[C:29]([Cl:35])[CH:28]=1)[CH3:24].C(N(CC)CC)C. (3) Given the product [Br:28][C:23]1[CH:24]=[CH:25][CH:26]=[C:27]2[C:22]=1[CH:21]=[CH:20][N:19]2[C:17]1[CH:16]=[CH:15][N:14]=[C:13]([NH:12][CH:9]2[CH2:8][CH2:7][CH:6]([C:4]([OH:5])=[O:3])[CH2:11][CH2:10]2)[N:18]=1, predict the reactants needed to synthesize it. The reactants are: C([O:3][C:4]([CH:6]1[CH2:11][CH2:10][CH:9]([NH:12][C:13]2[N:18]=[C:17]([N:19]3[C:27]4[C:22](=[C:23]([Br:28])[CH:24]=[CH:25][CH:26]=4)[CH:21]=[CH:20]3)[CH:16]=[CH:15][N:14]=2)[CH2:8][CH2:7]1)=[O:5])C.O[Li].O.C(O)(=O)CC(CC(O)=O)(C(O)=O)O. (4) Given the product [NH2:15][C:14]1[S:13][C:9]2[CH:10]=[C:4]([O:3][C:2]([F:11])([F:12])[F:1])[CH:5]=[CH:6][C:7]=2[N:8]=1, predict the reactants needed to synthesize it. The reactants are: [F:1][C:2]([F:12])([F:11])[O:3][C:4]1[CH:10]=[CH:9][C:7]([NH2:8])=[CH:6][CH:5]=1.[S-:13][C:14]#[N:15].[NH4+].[Br-].[Br-].[Br-].C([N+](C)(C)C)C1C=CC=CC=1.C([N+](C)(C)C)C1C=CC=CC=1.C([N+](C)(C)C)C1C=CC=CC=1.C([O-])(O)=O.[Na+].